Dataset: NCI-60 drug combinations with 297,098 pairs across 59 cell lines. Task: Regression. Given two drug SMILES strings and cell line genomic features, predict the synergy score measuring deviation from expected non-interaction effect. (1) Drug 1: C1=NC(=NC(=O)N1C2C(C(C(O2)CO)O)O)N. Synergy scores: CSS=33.1, Synergy_ZIP=1.60, Synergy_Bliss=8.91, Synergy_Loewe=1.62, Synergy_HSA=7.92. Cell line: HOP-92. Drug 2: C1CN1C2=NC(=NC(=N2)N3CC3)N4CC4. (2) Drug 1: CN1CCC(CC1)COC2=C(C=C3C(=C2)N=CN=C3NC4=C(C=C(C=C4)Br)F)OC. Drug 2: CN1C(=O)N2C=NC(=C2N=N1)C(=O)N. Cell line: COLO 205. Synergy scores: CSS=3.42, Synergy_ZIP=5.85, Synergy_Bliss=13.8, Synergy_Loewe=2.37, Synergy_HSA=4.58. (3) Drug 1: C1=NC2=C(N=C(N=C2N1C3C(C(C(O3)CO)O)O)F)N. Drug 2: C1CNP(=O)(OC1)N(CCCl)CCCl. Cell line: COLO 205. Synergy scores: CSS=26.1, Synergy_ZIP=-5.11, Synergy_Bliss=-1.89, Synergy_Loewe=-21.6, Synergy_HSA=-3.99. (4) Drug 1: CC1C(C(CC(O1)OC2CC(CC3=C2C(=C4C(=C3O)C(=O)C5=C(C4=O)C(=CC=C5)OC)O)(C(=O)CO)O)N)O.Cl. Drug 2: C1CCC(C(C1)N)N.C(=O)(C(=O)[O-])[O-].[Pt+4]. Cell line: SNB-19. Synergy scores: CSS=32.2, Synergy_ZIP=-8.16, Synergy_Bliss=-1.93, Synergy_Loewe=-2.75, Synergy_HSA=-0.788.